Dataset: Experimentally validated miRNA-target interactions with 360,000+ pairs, plus equal number of negative samples. Task: Binary Classification. Given a miRNA mature sequence and a target amino acid sequence, predict their likelihood of interaction. (1) The miRNA is hsa-miR-569 with sequence AGUUAAUGAAUCCUGGAAAGU. The protein sequence of the target gene is MLHLSAAPPAPPPEVTATARPCLCSVGRRGDGGKMAAAGALERSFVELSGAERERPRHFREFTVCSIGTANAVAGAVKYSESAGGFYYVESGKLFSVTRNRFIHWKTSGDTLELMEESLDINLLNNAIRLKFQNCSVLPGGVYVSETQNRVIILMLTNQTVHRLLLPHPSRMYRSELVVDSQMQSIFTDIGKVDFTDPCNYQLIPAVPGISPNSTASTAWLSSDGEALFALPCASGGIFVLKLPPYDIPGMVSVVELKQSSVMQRLLTGWMPTAIRGDQSPSDRPLSLAVHCVEHDAFIF.... Result: 0 (no interaction). (2) The miRNA is hsa-miR-361-5p with sequence UUAUCAGAAUCUCCAGGGGUAC. The protein sequence of the target gene is MGSVNSRGHKAEAQVVMMGLDSAGKTTLLYKLKGHQLVETLPTVGFNVEPLKAPGHVSLTLWDVGGQAPLRASWKDYLEGTDILVYVLDSTDEARLPESAAELTEVLNDPNMAGVPFLVLANKQEAPDALPLLKIRNRLSLERFQDHCWELRGCSALTGEGLPEALQSLWSLLKSRSCMCLQARAHGAERGDSKRS. Result: 0 (no interaction).